Predict the product of the given reaction. From a dataset of Forward reaction prediction with 1.9M reactions from USPTO patents (1976-2016). (1) Given the reactants [CH2:1]([CH:3]([C:7](=O)[CH3:8])[C:4](=O)[CH3:5])[CH3:2].[NH2:10][NH2:11], predict the reaction product. The product is: [CH3:8][C:7]1[C:3]([CH2:1][CH3:2])=[C:4]([CH3:5])[NH:11][N:10]=1. (2) Given the reactants [CH3:1][O:2][C:3]1[CH:22]=[CH:21][C:6]([C:7]([CH:9]2[CH2:14][CH2:13][N:12]([C@@H:15]3[CH2:19][CH2:18][NH:17][C:16]3=[O:20])[CH2:11][CH2:10]2)=[O:8])=[CH:5][C:4]=1[CH3:23].Cl[CH2:25][C:26]1[NH:27][C:28](=[O:36])[C:29]2[CH2:35][O:34][CH2:33][CH2:32][C:30]=2[N:31]=1.[H-].[Na+], predict the reaction product. The product is: [CH3:1][O:2][C:3]1[CH:22]=[CH:21][C:6]([C:7]([CH:9]2[CH2:14][CH2:13][N:12]([C@H:15]3[CH2:19][CH2:18][N:17]([CH2:25][C:26]4[NH:27][C:28](=[O:36])[C:29]5[CH2:35][O:34][CH2:33][CH2:32][C:30]=5[N:31]=4)[C:16]3=[O:20])[CH2:11][CH2:10]2)=[O:8])=[CH:5][C:4]=1[CH3:23]. (3) Given the reactants [OH:1][C@H:2]([CH:31]1[CH2:36][CH2:35][CH2:34][CH2:33][CH2:32]1)[C:3]([N:5]1[CH2:30][CH2:29][CH2:28][C@H:6]1[C:7]([NH:9][CH2:10][C:11]1[CH:16]=[C:15]([Cl:17])[CH:14]=[CH:13][C:12]=1[CH:18]([NH:20]C(OC(C)(C)C)=O)[CH3:19])=[O:8])=[O:4], predict the reaction product. The product is: [OH:1][C@H:2]([CH:31]1[CH2:32][CH2:33][CH2:34][CH2:35][CH2:36]1)[C:3]([N:5]1[CH2:30][CH2:29][CH2:28][C@H:6]1[C:7]([NH:9][CH2:10][C:11]1[CH:16]=[C:15]([Cl:17])[CH:14]=[CH:13][C:12]=1[CH:18]([NH2:20])[CH3:19])=[O:8])=[O:4]. (4) Given the reactants [CH3:1][O:2][C:3](=[O:16])[C@H:4]([OH:15])[C@H:5]([NH2:14])[CH2:6][C:7]1[CH:12]=[CH:11][CH:10]=[CH:9][C:8]=1[Cl:13].CN(C(ON1N=N[C:27]2C=CC=N[C:26]1=2)=[N+](C)C)C.F[P-](F)(F)(F)(F)F.[NH:41]1[C:45]([C:46]([OH:48])=[O:47])=[CH:44][C:43]([C:49]([OH:51])=O)=[N:42]1.[CH3:52]CN(C(C)C)C(C)C, predict the reaction product. The product is: [CH2:26]([O:48][C:46]([C:45]1[NH:41][N:42]=[C:43]([C:49](=[O:51])[NH:14][C@H:5]([CH2:6][C:7]2[CH:12]=[CH:11][CH:10]=[CH:9][C:8]=2[Cl:13])[C@H:4]([C:3]([O:2][CH2:1][CH3:52])=[O:16])[OH:15])[CH:44]=1)=[O:47])[CH3:27]. (5) The product is: [O:13]1[C:14]2[CH:20]=[CH:19][CH:18]=[CH:17][C:15]=2[N:16]=[C:12]1[C:9]1[CH:10]=[CH:11][C:6]([CH2:5][C:22]#[N:23])=[C:7]([Cl:21])[CH:8]=1. Given the reactants [C-]#N.[Na+].Br[CH2:5][C:6]1[CH:11]=[CH:10][C:9]([C:12]2[O:13][C:14]3[CH:20]=[CH:19][CH:18]=[CH:17][C:15]=3[N:16]=2)=[CH:8][C:7]=1[Cl:21].[CH3:22][N:23](C=O)C.O, predict the reaction product. (6) Given the reactants [CH2:1]([O:8][C:9](=[O:34])[C@H:10]([NH:26][C:27]([O:29][C:30]([CH3:33])([CH3:32])[CH3:31])=[O:28])[CH2:11][C:12]1[C:20]2[C:15](=[CH:16][CH:17]=[CH:18][CH:19]=2)[N:14]([CH2:21][CH2:22][CH2:23]CC)[CH:13]=1)[C:2]1[CH:7]=[CH:6][CH:5]=[CH:4][CH:3]=1.ICCC.C(=O)([O-])[O-].[Cs+].[Cs+], predict the reaction product. The product is: [CH2:1]([O:8][C:9](=[O:34])[C@H:10]([NH:26][C:27]([O:29][C:30]([CH3:33])([CH3:32])[CH3:31])=[O:28])[CH2:11][C:12]1[C:20]2[C:15](=[CH:16][CH:17]=[CH:18][CH:19]=2)[N:14]([CH2:21][CH2:22][CH3:23])[CH:13]=1)[C:2]1[CH:7]=[CH:6][CH:5]=[CH:4][CH:3]=1. (7) Given the reactants [C:1]([C:3]1[CH:4]=[C:5]([CH:37]=[C:38]([C:40]([N:42]([CH2:46][CH2:47][CH3:48])[CH2:43][CH2:44][CH3:45])=[O:41])[CH:39]=1)[C:6]([NH:8][C@@H:9]([CH2:30][C:31]1[CH:36]=[CH:35][CH:34]=[CH:33][CH:32]=1)[C@H:10]([OH:29])[CH2:11][N:12]([CH2:20][C:21]1[CH:26]=[CH:25][CH:24]=[C:23]([O:27][CH3:28])[CH:22]=1)C(=O)OC(C)(C)C)=[O:7])#[N:2].[Cl:49]CCl.Cl, predict the reaction product. The product is: [ClH:49].[CH2:30]([C@H:9]([NH:8][C:6](=[O:7])[C:5]1[CH:4]=[C:3]([C:1]#[N:2])[CH:39]=[C:38]([C:40]([N:42]([CH2:43][CH2:44][CH3:45])[CH2:46][CH2:47][CH3:48])=[O:41])[CH:37]=1)[C@H:10]([OH:29])[CH2:11][NH:12][CH2:20][C:21]1[CH:26]=[CH:25][CH:24]=[C:23]([O:27][CH3:28])[CH:22]=1)[C:31]1[CH:32]=[CH:33][CH:34]=[CH:35][CH:36]=1.